Dataset: Forward reaction prediction with 1.9M reactions from USPTO patents (1976-2016). Task: Predict the product of the given reaction. (1) Given the reactants [OH:1][B:2]1[C:6]2[CH:7]=[C:8]([OH:12])[CH:9]=[C:10]([CH3:11])[C:5]=2[CH:4]([CH2:13][C:14]([O:16]CC)=[O:15])[O:3]1.[H-].[Na+].I[CH:22]([CH3:24])[CH3:23].[OH-].[Li+].Cl, predict the reaction product. The product is: [OH:1][B:2]1[C:6]2[CH:7]=[C:8]([O:12][CH:22]([CH3:24])[CH3:23])[CH:9]=[C:10]([CH3:11])[C:5]=2[CH:4]([CH2:13][C:14]([OH:16])=[O:15])[O:3]1. (2) Given the reactants [F:8][C:7]([F:10])([F:9])[C:6](O[C:6](=[O:11])[C:7]([F:10])([F:9])[F:8])=[O:11].[F-:14].[K+].[F:16][C:17]([F:24])([F:23])[C:18]([F:22])=[C:19]([F:21])[F:20], predict the reaction product. The product is: [F:10][C:7]([F:8])([F:9])[C:6](=[O:11])[C:18]([F:22])([C:19]([F:14])([F:21])[F:20])[C:17]([F:24])([F:23])[F:16]. (3) Given the reactants [N:1]([Si](C)(C)C)=[N+:2]=[N-:3].C([Sn](=O)CCCC)CCC.[F:18][C:19]1[CH:20]=[C:21]([N:33]2[CH2:37][C@H:36]([CH2:38][NH:39][C:40](=[O:42])[CH3:41])[O:35][C:34]2=[O:43])[CH:22]=[CH:23][C:24]=1[C:25]1[CH2:30][CH2:29][N:28]([C:31]#[N:32])[CH2:27][CH:26]=1.CO, predict the reaction product. The product is: [F:18][C:19]1[CH:20]=[C:21]([N:33]2[CH2:37][C@H:36]([CH2:38][NH:39][C:40](=[O:42])[CH3:41])[O:35][C:34]2=[O:43])[CH:22]=[CH:23][C:24]=1[C:25]1[CH2:30][CH2:29][N:28]([C:31]2[NH:32][N:3]=[N:2][N:1]=2)[CH2:27][CH:26]=1. (4) Given the reactants [CH3:1][O:2][C:3]1[CH:8]=[CH:7][C:6]([N+:9]([O-:11])=[O:10])=[CH:5][C:4]=1[N:12]1[CH2:17][CH2:16][NH:15][CH2:14][CH2:13]1.[C:18]([O:22][C:23](O[C:23]([O:22][C:18]([CH3:21])([CH3:20])[CH3:19])=[O:24])=[O:24])([CH3:21])([CH3:20])[CH3:19], predict the reaction product. The product is: [C:18]([O:22][C:23]([N:15]1[CH2:16][CH2:17][N:12]([C:4]2[CH:5]=[C:6]([N+:9]([O-:11])=[O:10])[CH:7]=[CH:8][C:3]=2[O:2][CH3:1])[CH2:13][CH2:14]1)=[O:24])([CH3:21])([CH3:20])[CH3:19]. (5) Given the reactants F[C:2]1[CH:9]=[C:8]([Br:10])[CH:7]=[CH:6][C:3]=1[CH:4]=O.[NH2:11][NH2:12], predict the reaction product. The product is: [Br:10][C:8]1[CH:9]=[C:2]2[C:3]([CH:4]=[N:11][NH:12]2)=[CH:6][CH:7]=1. (6) Given the reactants [Cl:1][C:2]1[CH:8]=[C:7]([CH3:9])[CH:6]=[CH:5][C:3]=1[NH2:4].C([O:12][C:13](=O)[CH:14]([CH3:18])[C:15]([CH3:17])=O)C, predict the reaction product. The product is: [Cl:1][C:2]1[CH:8]=[C:7]([CH3:9])[CH:6]=[C:5]2[C:3]=1[N:4]=[C:15]([CH3:17])[C:14]([CH3:18])=[C:13]2[OH:12]. (7) Given the reactants [C:1]([N:4]1[CH2:8][CH2:7][C@@H:6]([CH2:9][C:10]2[N:11]([C:16]3[CH:21]=[CH:20][C:19](Br)=[CH:18][CH:17]=3)[C:12](=[O:15])[NH:13][N:14]=2)[CH2:5]1)(=[O:3])[CH3:2].CC1(C)C(C)(C)OB([C:31]2[CH:40]=[C:39]3[C:34]([CH:35]=[CH:36][CH:37]=[N:38]3)=[CH:33][CH:32]=2)O1.C(=O)([O-])[O-].[K+].[K+], predict the reaction product. The product is: [C:1]([N:4]1[CH2:8][CH2:7][C@@H:6]([CH2:9][C:10]2[N:11]([C:16]3[CH:21]=[CH:20][C:19]([C:31]4[CH:40]=[C:39]5[C:34]([CH:35]=[CH:36][CH:37]=[N:38]5)=[CH:33][CH:32]=4)=[CH:18][CH:17]=3)[C:12](=[O:15])[NH:13][N:14]=2)[CH2:5]1)(=[O:3])[CH3:2]. (8) Given the reactants [CH:1]([C:3]([C:5]1[CH:10]=[CH:9][C:8]([OH:11])=[CH:7][CH:6]=1)=[O:4])=[CH2:2].[CH2:12]([C:19]1[CH:24]=[CH:23][C:22]([C:25]2[CH:30]=[CH:29][C:28]([C:31](O)=[O:32])=[CH:27][CH:26]=2)=[CH:21][CH:20]=1)[CH2:13][CH2:14][CH2:15][CH2:16][CH2:17][CH3:18].C1CCC(N=C=NC2CCCCC2)CC1, predict the reaction product. The product is: [CH:1]([C:3]([C:5]1[CH:6]=[CH:7][C:8]([O:11][C:31]([C:28]2[CH:27]=[CH:26][C:25]([C:22]3[CH:23]=[CH:24][C:19]([CH2:12][CH2:13][CH2:14][CH2:15][CH2:16][CH2:17][CH3:18])=[CH:20][CH:21]=3)=[CH:30][CH:29]=2)=[O:32])=[CH:9][CH:10]=1)=[O:4])=[CH2:2]. (9) Given the reactants C([Li])CCC.[CH2:6]([N:10]1[CH:14]=[N:13][N:12]=[N:11]1)[CH2:7][CH2:8][CH3:9].[I:15]I.O, predict the reaction product. The product is: [I:15][C:14]1[N:10]([CH2:6][CH2:7][CH2:8][CH3:9])[N:11]=[N:12][N:13]=1. (10) Given the reactants Cl[CH2:2][C:3]1[CH:8]=[CH:7][C:6]([CH:9]2[CH2:14][CH2:13][N:12]([C:15]([O:17][CH2:18][C:19]3[CH:24]=[CH:23][CH:22]=[CH:21][CH:20]=3)=[O:16])[CH2:11][CH:10]2[O:25][CH2:26][C:27]2[CH:28]=[CH:29][C:30]3[O:35][CH2:34][CH2:33][N:32]([CH2:36][CH2:37][CH2:38][O:39][CH3:40])[C:31]=3[CH:41]=2)=[CH:5][CH:4]=1.[O:42]1[C:46]2[CH:47]=[CH:48][C:49]([OH:51])=[CH:50][C:45]=2[O:44][CH2:43]1, predict the reaction product. The product is: [O:42]1[C:46]2[CH:47]=[CH:48][C:49]([O:51][CH2:2][C:3]3[CH:8]=[CH:7][C:6]([CH:9]4[CH2:14][CH2:13][N:12]([C:15]([O:17][CH2:18][C:19]5[CH:24]=[CH:23][CH:22]=[CH:21][CH:20]=5)=[O:16])[CH2:11][CH:10]4[O:25][CH2:26][C:27]4[CH:28]=[CH:29][C:30]5[O:35][CH2:34][CH2:33][N:32]([CH2:36][CH2:37][CH2:38][O:39][CH3:40])[C:31]=5[CH:41]=4)=[CH:5][CH:4]=3)=[CH:50][C:45]=2[O:44][CH2:43]1.